Dataset: Forward reaction prediction with 1.9M reactions from USPTO patents (1976-2016). Task: Predict the product of the given reaction. (1) The product is: [NH2:1][C:2]1[N:7]([CH3:13])[C:6](=[O:8])[CH:5]=[C:4]([Cl:9])[N:3]=1. Given the reactants [NH2:1][C:2]1[NH:7][C:6](=[O:8])[CH:5]=[C:4]([Cl:9])[N:3]=1.[OH-].[Na+].I[CH3:13], predict the reaction product. (2) Given the reactants C[O:2][C:3](=O)[CH:4]=[CH:5][C:6]1[C:14]2[N:13]([C:15]3[CH:20]=[CH:19][CH:18]=[CH:17][CH:16]=3)[CH:12]=[N:11][C:10]=2[CH:9]=[C:8]([C:21]([F:24])([F:23])[F:22])[CH:7]=1.CN1CCN(C(=O)C=C[C:36]2[C:44]3[N:43]([C:45]4C=CC=C[CH:46]=4)C=N[C:40]=3C=C(C(F)(F)F)C=2)CC1, predict the reaction product. The product is: [CH2:45]([N:43]([CH:44]([CH3:36])[CH3:40])[C:3](=[O:2])[CH:4]=[CH:5][C:6]1[C:14]2[N:13]([C:15]3[CH:20]=[CH:19][CH:18]=[CH:17][CH:16]=3)[CH:12]=[N:11][C:10]=2[CH:9]=[C:8]([C:21]([F:23])([F:22])[F:24])[CH:7]=1)[CH3:46].